Dataset: Forward reaction prediction with 1.9M reactions from USPTO patents (1976-2016). Task: Predict the product of the given reaction. (1) Given the reactants [C:1]([O:5][C:6]([NH:8][CH2:9][C:10]1[C:11]([CH2:27][CH:28]([CH3:30])[CH3:29])=[N:12][C:13]([CH3:26])=[C:14]([C:18]=1[C:19]1[CH:24]=[CH:23][C:22]([CH3:25])=[CH:21][CH:20]=1)[C:15]([OH:17])=[O:16])=[O:7])([CH3:4])([CH3:3])[CH3:2].Br[CH2:32][CH2:33][CH2:34][C:35]([O:37][CH2:38][CH3:39])=[O:36].C(=O)([O-])[O-].[K+].[K+], predict the reaction product. The product is: [C:1]([O:5][C:6]([NH:8][CH2:9][C:10]1[C:11]([CH2:27][CH:28]([CH3:30])[CH3:29])=[N:12][C:13]([CH3:26])=[C:14]([C:18]=1[C:19]1[CH:24]=[CH:23][C:22]([CH3:25])=[CH:21][CH:20]=1)[C:15]([O:17][CH2:32][CH2:33][CH2:34][C:35]([O:37][CH2:38][CH3:39])=[O:36])=[O:16])=[O:7])([CH3:4])([CH3:3])[CH3:2]. (2) Given the reactants [CH2:1]1[C:6]2([CH2:11][CH2:10][NH:9][CH2:8][CH2:7]2)[CH2:5][CH2:4][N:3]([C:12]([O:14][C:15]([CH3:18])([CH3:17])[CH3:16])=[O:13])[CH2:2]1.[C:19](O)(=[O:26])[C:20]1[CH:25]=[CH:24][CH:23]=[CH:22][CH:21]=1.CCN(C(C)C)C(C)C.CN(C(ON1N=NC2C=CC=CC1=2)=[N+](C)C)C.F[P-](F)(F)(F)(F)F, predict the reaction product. The product is: [C:19]([N:9]1[CH2:10][CH2:11][C:6]2([CH2:1][CH2:2][N:3]([C:12]([O:14][C:15]([CH3:18])([CH3:17])[CH3:16])=[O:13])[CH2:4][CH2:5]2)[CH2:7][CH2:8]1)(=[O:26])[C:20]1[CH:25]=[CH:24][CH:23]=[CH:22][CH:21]=1.